From a dataset of Reaction yield outcomes from USPTO patents with 853,638 reactions. Predict the reaction yield, written as a fraction of the theoretical maximum amount of product (1.0 means a 100% yield; for example, 0.34 means a 34% yield). (1) The reactants are [CH3:1][O:2][C:3]1[CH:8]=[CH:7][C:6]([C:9]2[C:10]3[CH:31]=[CH:30][CH:29]=[CH:28][C:11]=3[NH:12][C:13](=[O:27])[CH:14]([NH:16]C(=O)OCC3C=CC=CC=3)[N:15]=2)=[CH:5][CH:4]=1.Br.CCOCC. The catalyst is C(O)(=O)C. The product is [NH2:16][CH:14]1[C:13](=[O:27])[NH:12][C:11]2[CH:28]=[CH:29][CH:30]=[CH:31][C:10]=2[C:9]([C:6]2[CH:7]=[CH:8][C:3]([O:2][CH3:1])=[CH:4][CH:5]=2)=[N:15]1. The yield is 0.900. (2) The product is [Cl:1][C:2]1[CH:7]=[CH:6][CH:5]=[CH:4][C:3]=1[C:8](=[O:22])[C:9](=[CH:13][NH:14][C:15]1[CH:20]=[CH:19][C:18]([I:21])=[CH:17][CH:16]=1)[C:10]([N:29]([CH3:30])[CH3:23])=[O:11]. The yield is 0.500. The reactants are [Cl:1][C:2]1[CH:7]=[CH:6][CH:5]=[CH:4][C:3]=1[C:8](=[O:22])[C:9](=[CH:13][NH:14][C:15]1[CH:20]=[CH:19][C:18]([I:21])=[CH:17][CH:16]=1)[C:10](O)=[O:11].[CH:23]1([N:29]=[C:30]=NC2CCCCC2)CCCCC1.CNC. The catalyst is C(Cl)Cl.C1COCC1. (3) The reactants are Br[C:2]1[CH:3]=[CH:4][C:5]([F:13])=[C:6]([CH2:8][CH2:9][CH2:10][C:11]#[N:12])[CH:7]=1.[CH3:14][Si:15]([C:18]#[CH:19])([CH3:17])[CH3:16].Cl. The catalyst is C(NCC)C.CN(C=O)C.C(OCC)(=O)C.[Cu]I.Cl[Pd](Cl)([P](C1C=CC=CC=1)(C1C=CC=CC=1)C1C=CC=CC=1)[P](C1C=CC=CC=1)(C1C=CC=CC=1)C1C=CC=CC=1. The product is [F:13][C:5]1[CH:4]=[CH:3][C:2]([C:19]#[C:18][Si:15]([CH3:17])([CH3:16])[CH3:14])=[CH:7][C:6]=1[CH2:8][CH2:9][CH2:10][C:11]#[N:12]. The yield is 0.700. (4) The reactants are [N+:1]([C:4]1[C:13]2[C:8](=[CH:9][CH:10]=[CH:11][CH:12]=2)[C:7]([OH:14])=[CH:6][CH:5]=1)([O-:3])=[O:2].C1C=CC(P(C2C=CC=CC=2)C2C=CC=CC=2)=CC=1.[NH2:34][C:35]1[CH:36]=[N:37][CH:38]=[CH:39][C:40]=1[CH2:41][CH2:42]O.CC(OC(/N=N/C(OC(C)C)=O)=O)C. The catalyst is C1COCC1. The product is [N+:1]([C:4]1[C:13]2[C:8](=[CH:9][CH:10]=[CH:11][CH:12]=2)[C:7]([O:14][CH2:42][CH2:41][C:40]2[CH:39]=[CH:38][N:37]=[CH:36][C:35]=2[NH2:34])=[CH:6][CH:5]=1)([O-:3])=[O:2]. The yield is 0.880. (5) The reactants are [CH3:1][N:2]([CH2:12][C:13]1[CH:14]=[C:15]([C:19]2[CH:20]=[CH:21][C:22]([C:25]#N)=[N:23][CH:24]=2)[CH:16]=[CH:17][CH:18]=1)[CH2:3][CH2:4][CH2:5][C:6]1[CH:11]=[CH:10][CH:9]=[CH:8][CH:7]=1.S(=O)(=O)(O)[OH:28].[CH2:32]([OH:34])[CH3:33]. No catalyst specified. The product is [CH2:32]([O:34][C:25]([C:22]1[CH:21]=[CH:20][C:19]([C:15]2[CH:16]=[CH:17][CH:18]=[C:13]([CH2:12][N:2]([CH3:1])[CH2:3][CH2:4][CH2:5][C:6]3[CH:11]=[CH:10][CH:9]=[CH:8][CH:7]=3)[CH:14]=2)=[CH:24][N:23]=1)=[O:28])[CH3:33]. The yield is 1.00. (6) The reactants are OC(C(F)(F)F)=O.[NH:8]1[CH2:11][CH:10]([C:12]2[CH:33]=[CH:32][C:15]3[C:16]4[N:17]=[C:18]([C:24]5[N:25]([CH:29]([CH3:31])[CH3:30])[N:26]=[CH:27][N:28]=5)[S:19][C:20]=4[CH2:21][CH2:22][O:23][C:14]=3[CH:13]=2)[CH2:9]1.C(N(C(C)C)CC)(C)C.CN(C(ON1N=NC2C=CC=NC1=2)=[N+](C)C)C.F[P-](F)(F)(F)(F)F.[C:67](O)(=[O:71])[C@@H:68]([CH3:70])[OH:69]. The catalyst is C1COCC1. The product is [OH:69][C@H:68]([CH3:70])[C:67]([N:8]1[CH2:11][CH:10]([C:12]2[CH:33]=[CH:32][C:15]3[C:16]4[N:17]=[C:18]([C:24]5[N:25]([CH:29]([CH3:31])[CH3:30])[N:26]=[CH:27][N:28]=5)[S:19][C:20]=4[CH2:21][CH2:22][O:23][C:14]=3[CH:13]=2)[CH2:9]1)=[O:71]. The yield is 0.320. (7) The reactants are [F:1][C:2]1[CH:3]=[C:4]([C:8]2[S:9][C:10]([N:13]([CH3:20])[C:14](=[O:19])[CH2:15][CH2:16][S:17][CH3:18])=[CH:11][N:12]=2)[CH:5]=[N:6][CH:7]=1.B1([O-])O[O:22]1.O.O.O.O.[Na+].C([O-])(O)=O.[Na+].ClCCCl. The catalyst is C(O)(=O)C. The product is [F:1][C:2]1[CH:3]=[C:4]([C:8]2[S:9][C:10]([N:13]([CH3:20])[C:14](=[O:19])[CH2:15][CH2:16][S:17]([CH3:18])=[O:22])=[CH:11][N:12]=2)[CH:5]=[N:6][CH:7]=1. The yield is 0.450. (8) The catalyst is C(O)C. The product is [Br:1][C:2]1[CH:3]=[C:4]([C:8]2[C:17]([C:16]3[CH:15]=[C:14]([Cl:19])[C:13]([OH:20])=[CH:12][C:11]=3[OH:10])=[N:22][NH:23][CH:9]=2)[CH:5]=[CH:6][CH:7]=1. The reactants are [Br:1][C:2]1[CH:3]=[C:4]([C:8]2[C:17](=O)[C:16]3[C:11](=[CH:12][C:13]([OH:20])=[C:14]([Cl:19])[CH:15]=3)[O:10][CH:9]=2)[CH:5]=[CH:6][CH:7]=1.O.[NH2:22][NH2:23]. The yield is 0.808. (9) The reactants are [CH3:1][O:2][C:3]1[CH:8]=[C:7]([C:9]([F:12])([F:11])[F:10])[CH:6]=[CH:5][C:4]=1[C:13]1[C:22]2[C:17](=[CH:18][C:19]([S:23](Cl)(=[O:25])=[O:24])=[CH:20][CH:21]=2)[N:16]=[CH:15][N:14]=1.[S:27]1[CH:31]=[CH:30][N:29]=[C:28]1[NH2:32].CN1C=CN=C1. The catalyst is CC#N. The product is [CH3:1][O:2][C:3]1[CH:8]=[C:7]([C:9]([F:12])([F:11])[F:10])[CH:6]=[CH:5][C:4]=1[C:13]1[C:22]2[C:17](=[CH:18][C:19]([S:23]([NH:32][C:28]3[S:27][CH:31]=[CH:30][N:29]=3)(=[O:25])=[O:24])=[CH:20][CH:21]=2)[N:16]=[CH:15][N:14]=1. The yield is 0.521. (10) The reactants are Br[C:2]1[CH:3]=[C:4]2[C:9](=[CH:10][CH:11]=1)[N:8](C(=O)C(F)(F)F)[C@@H:7]([CH3:18])[CH2:6][N:5]2[C:19]([C:21]1[O:22][CH:23]=[CH:24][CH:25]=1)=[O:20].[CH3:26][S:27]([C:30]1[CH:35]=[CH:34][C:33](B(O)O)=[CH:32][CH:31]=1)(=[O:29])=[O:28].C(=O)(O)[O-].[Na+].O. The catalyst is Cl[Pd](Cl)([P](C1C=CC=CC=1)(C1C=CC=CC=1)C1C=CC=CC=1)[P](C1C=CC=CC=1)(C1C=CC=CC=1)C1C=CC=CC=1.O1CCOCC1. The product is [O:22]1[CH:23]=[CH:24][CH:25]=[C:21]1[C:19]([N:5]1[C:4]2[C:9](=[CH:10][CH:11]=[C:2]([C:33]3[CH:34]=[CH:35][C:30]([S:27]([CH3:26])(=[O:29])=[O:28])=[CH:31][CH:32]=3)[CH:3]=2)[NH:8][C@@H:7]([CH3:18])[CH2:6]1)=[O:20]. The yield is 0.550.